Task: Predict which catalyst facilitates the given reaction.. Dataset: Catalyst prediction with 721,799 reactions and 888 catalyst types from USPTO Reactant: [CH2:1]([C:3]1[C:4](=[O:14])[N:5]([CH3:13])[C:6]2[C:11]([N:12]=1)=[CH:10][CH:9]=[CH:8][CH:7]=2)[CH3:2].C([O-])(=O)C.[Na+].[Br:20]Br. Product: [Br:20][CH:1]([C:3]1[C:4](=[O:14])[N:5]([CH3:13])[C:6]2[C:11]([N:12]=1)=[CH:10][CH:9]=[CH:8][CH:7]=2)[CH3:2]. The catalyst class is: 52.